Predict the product of the given reaction. From a dataset of Forward reaction prediction with 1.9M reactions from USPTO patents (1976-2016). (1) Given the reactants O[CH2:2][C:3]1[CH:4]=[C:5]([NH:9][C:10](=[O:16])[O:11][C:12]([CH3:15])([CH3:14])[CH3:13])[CH:6]=[CH:7][CH:8]=1.C1(P(C2C=CC=CC=2)C2C=CC=CC=2)C=CC=CC=1.N1C=CN=C1.[I:41]I, predict the reaction product. The product is: [I:41][CH2:2][C:3]1[CH:4]=[C:5]([NH:9][C:10](=[O:16])[O:11][C:12]([CH3:15])([CH3:14])[CH3:13])[CH:6]=[CH:7][CH:8]=1. (2) The product is: [Cl:1][C:2]1[CH:3]=[C:4]([NH:9][C:10]2[N:22]=[CH:21][N:20]=[C:19]3[C:11]=2[C:12]2[CH:13]=[CH:14][C:15]4[C:16](=[CH:23][N:24]([CH2:26][CH2:27][O:28][S:30]([CH3:29])(=[O:32])=[O:31])[N:25]=4)[C:17]=2[S:18]3)[CH:5]=[CH:6][C:7]=1[F:8]. Given the reactants [Cl:1][C:2]1[CH:3]=[C:4]([NH:9][C:10]2[N:22]=[CH:21][N:20]=[C:19]3[C:11]=2[C:12]2[CH:13]=[CH:14][C:15]4[C:16](=[CH:23][N:24]([CH2:26][CH2:27][OH:28])[N:25]=4)[C:17]=2[S:18]3)[CH:5]=[CH:6][C:7]=1[F:8].[CH3:29][S:30](O[S:30]([CH3:29])(=[O:32])=[O:31])(=[O:32])=[O:31].N1C=CC=CC=1, predict the reaction product. (3) Given the reactants [Br:1][CH2:2][CH2:3][C@H:4]1[CH2:8][CH2:7][CH2:6][N:5]1[S:9]([C:12]1[CH:20]=[C:19]2[C:15](C=C[NH:18]2)=[CH:14][CH:13]=1)(=[O:11])=[O:10].Cl.N1CCC(C2C3C(=CC=CC=3)NC=2)CC1.[C:37](=[O:40])(O)[O-].[Na+].[I-].[Na+].CN(C)[CH:46]=[O:47], predict the reaction product. The product is: [Br:1][CH2:2][CH2:3][C@H:4]1[CH2:8][CH2:7][CH2:6][N:5]1[S:9]([C:12]1[CH:13]=[CH:14][C:15]2[O:47][CH2:46][C:37](=[O:40])[NH:18][C:19]=2[CH:20]=1)(=[O:11])=[O:10]. (4) Given the reactants [F:1][CH:2]1[CH:6]([CH2:7][O:8]C(C2C=CC=CC=2)(C2C=CC=CC=2)C2C=CC=CC=2)[O:5][CH:4]([N:28]2[CH:33]=[C:32]([C:34]#[C:35][I:36])[C:31](=[O:37])[NH:30][C:29]2=[O:38])[CH2:3]1, predict the reaction product. The product is: [F:1][CH:2]1[CH:6]([CH2:7][OH:8])[O:5][CH:4]([N:28]2[CH:33]=[C:32]([C:34]#[C:35][I:36])[C:31](=[O:37])[NH:30][C:29]2=[O:38])[CH2:3]1. (5) The product is: [CH3:1][C:2]1[CH:3]=[C:4]([C:16]2[S:20][C:19]([CH2:21][CH:22]3[CH2:27][CH2:26][CH:25]([C:28]([O:30][CH2:31][CH3:32])=[O:29])[CH2:24][CH2:23]3)=[N:18][CH:17]=2)[CH:5]=[C:6]([NH:8][C:9]2[N:14]=[C:13]([CH3:15])[CH:12]=[CH:11][N:10]=2)[CH:7]=1. Given the reactants [CH3:1][C:2]1[CH:3]=[C:4]([C:16]2[S:20][C:19]([CH:21]=[C:22]3[CH2:27][CH2:26][CH:25]([C:28]([O:30][CH2:31][CH3:32])=[O:29])[CH2:24][CH2:23]3)=[N:18][CH:17]=2)[CH:5]=[C:6]([NH:8][C:9]2[N:14]=[C:13]([CH3:15])[CH:12]=[CH:11][N:10]=2)[CH:7]=1, predict the reaction product. (6) Given the reactants [CH2:1]([C:3]1[N:4]([C:28]2[CH:33]=[CH:32][C:31]([OH:34])=[CH:30][CH:29]=2)[C:5](=[O:27])[C:6]([CH2:12][C:13]2[CH:18]=[CH:17][C:16]([C:19]3[C:20]([C:25]#[N:26])=[CH:21][CH:22]=[CH:23][CH:24]=3)=[CH:15][CH:14]=2)=[C:7]([CH2:9][CH2:10][CH3:11])[N:8]=1)[CH3:2].[CH:35]12[O:41][CH:40]1[CH2:39][CH2:38][CH2:37][CH2:36]2.C(=O)([O-])[O-].[Cs+].[Cs+], predict the reaction product. The product is: [CH2:1]([C:3]1[N:4]([C:28]2[CH:33]=[CH:32][C:31]([O:34][C@@H:39]3[CH2:38][CH2:37][CH2:36][CH2:35][C@H:40]3[OH:41])=[CH:30][CH:29]=2)[C:5](=[O:27])[C:6]([CH2:12][C:13]2[CH:18]=[CH:17][C:16]([C:19]3[C:20]([C:25]#[N:26])=[CH:21][CH:22]=[CH:23][CH:24]=3)=[CH:15][CH:14]=2)=[C:7]([CH2:9][CH2:10][CH3:11])[N:8]=1)[CH3:2]. (7) Given the reactants [CH3:1][C:2]1[CH:3]=[C:4]([NH2:8])[CH:5]=[N:6][CH:7]=1.[CH3:9][C:10]([O:13][C:14](O[C:14]([O:13][C:10]([CH3:12])([CH3:11])[CH3:9])=[O:15])=[O:15])([CH3:12])[CH3:11].CCOC(C)=O, predict the reaction product. The product is: [CH3:1][C:2]1[CH:3]=[C:4]([NH:8][C:14](=[O:15])[O:13][C:10]([CH3:12])([CH3:11])[CH3:9])[CH:5]=[N:6][CH:7]=1.